This data is from Forward reaction prediction with 1.9M reactions from USPTO patents (1976-2016). The task is: Predict the product of the given reaction. The product is: [I:15][C:16]1[CH:22]=[CH:21][C:19]([NH:20][CH2:13][C:11]2([CH3:14])[O:12][C:2]3=[N:6][C:5]([N+:7]([O-:9])=[O:8])=[CH:4][N:3]3[CH2:10]2)=[CH:18][CH:17]=1. Given the reactants Br[C:2]1[N:3]([CH2:10][C:11]2([CH3:14])[CH2:13][O:12]2)[CH:4]=[C:5]([N+:7]([O-:9])=[O:8])[N:6]=1.[I:15][C:16]1[CH:22]=[CH:21][C:19]([NH2:20])=[CH:18][CH:17]=1, predict the reaction product.